Dataset: Experimentally validated miRNA-target interactions with 360,000+ pairs, plus equal number of negative samples. Task: Binary Classification. Given a miRNA mature sequence and a target amino acid sequence, predict their likelihood of interaction. (1) The miRNA is hsa-miR-5585-3p with sequence CUGAAUAGCUGGGACUACAGGU. The protein sequence of the target gene is MEEMEALVGVVPHSADCDLFKEPVRKRRRLHRDRQFQAFPSAEQSALKEYEKLECRTRRVLSNTYQKLIQSVFLDDSIPSGLKYLINRLLALIEKSPLEPVYVGFLGITGAGKSSLINALIRQAMFLPVSGESVCTSCIVQVSSGCCEQYEAKIHLLSDQEWKAELKDLTKLLHRAEQSGEEEADLWDRDDATEEAAQKLRMLYGHGAERRHYEELLRLKPRGRIPNSRTITLKAEEAGELSVKLDPYIRTRRRDWDGESAETQIWPLIKYVEVILPKSALIPEGVVLVDIPGTGDFNSK.... Result: 0 (no interaction). (2) The miRNA is hsa-miR-6848-3p with sequence GUGGUCUCUUGGCCCCCAG. The protein sequence of the target gene is MSDQIKFIMDSLNKEPFRKNYNLITFDSLEPMQLLQVLSDVLAEIDPKQLVDIREEMPEQTAKRMLSLLGILKYKPSGNATDMSTFRQGLVIGSKPVIYPVLHWLLQRTNELKKRAYLARFLIKLEVPSEFLQDETVADTNKQYEELMEAFKTLHKEYEQLKISGFSTAEIRKDISAMEEEKDQLIKRVEHLKKRVETAQNHQWMLKIARQLRVEKEREEYLAQQKQEQKNQLFHAVQRLQRVQNQLKSMRQAAADAKPESLMKRLEEEIKFNLYMVTEKFPKELENKKKELHFLQKVVS.... Result: 0 (no interaction). (3) The miRNA is hsa-miR-548ac with sequence CAAAAACCGGCAAUUACUUUUG. The protein sequence of the target gene is MASGAQLPPQPSSSEVSAVQSPGGRPGAGLEETALGVPLPPSPGEAPLPRSNRSRCPGTRQPGAASLHAASAAVPVRPRRGTAPAGKTADAVPAAAPEQAPRPAPQSRKPRNLEGDLDERRLLCHLQLAQDREARLWRGGKPQDEICDAFEEVVLWLLRLQNTFYFSQSTFNLALTIFGRLLISVKVKEKYLHCATITSLRLAAKVNEEEEFIPQVKDFTKHYGSDYSPNELLRMELAILDRLHWDLYIGTPLDFLTIFHALVVLSWPHVLELLPQRNPSLHVASLTRQLQHCMAGHQLL.... Result: 1 (interaction).